Dataset: Forward reaction prediction with 1.9M reactions from USPTO patents (1976-2016). Task: Predict the product of the given reaction. (1) Given the reactants [CH3:1][O:2][C:3]1[CH:8]=[CH:7][C:6]([Mg]Br)=[CH:5][CH:4]=1.Br[C:12]1[CH:25]=[CH:24][C:15]([C:16]([C:18]2[CH:23]=[CH:22][CH:21]=[CH:20][CH:19]=2)=[O:17])=[CH:14][CH:13]=1, predict the reaction product. The product is: [CH3:1][O:2][C:3]1[CH:8]=[CH:7][C:6]([C:21]2[CH:22]=[CH:23][C:18]([C:16]([C:15]3[CH:24]=[CH:25][CH:12]=[CH:13][CH:14]=3)=[O:17])=[CH:19][CH:20]=2)=[CH:5][CH:4]=1. (2) Given the reactants Cl[C:2]1[CH:7]=[C:6]([C:8]2([OH:12])[CH2:11][O:10][CH2:9]2)[CH:5]=[CH:4][N:3]=1.[NH2:13][C:14]1[CH:15]=[C:16]2[C:21](=[C:22]([NH:24][C:25]([CH3:28])([CH3:27])[CH3:26])[N:23]=1)[C:20](=[O:29])[N:19]([CH2:30][CH2:31][OH:32])[CH:18]=[CH:17]2.C1C=CC(P(C2C(C3C(P(C4C=CC=CC=4)C4C=CC=CC=4)=CC=C4C=3C=CC=C4)=C3C(C=CC=C3)=CC=2)C2C=CC=CC=2)=CC=1.CC([O-])(C)C.[Na+], predict the reaction product. The product is: [C:25]([NH:24][C:22]1[N:23]=[C:14]([NH:13][C:2]2[CH:7]=[C:6]([C:8]3([OH:12])[CH2:11][O:10][CH2:9]3)[CH:5]=[CH:4][N:3]=2)[CH:15]=[C:16]2[C:21]=1[C:20](=[O:29])[N:19]([CH2:30][CH2:31][OH:32])[CH:18]=[CH:17]2)([CH3:28])([CH3:26])[CH3:27]. (3) Given the reactants Cl[C:2]1[N:7]=[C:6]([N:8]2[CH:12]=[CH:11][CH:10]=[N:9]2)[C:5]([C:13]([NH:15][CH:16]2[CH:23]3[CH2:24][CH:19]4[CH2:20][C:21]([OH:26])([CH2:25][CH:17]2[CH2:18]4)[CH2:22]3)=[O:14])=[CH:4][N:3]=1.Cl.[O:28]1[CH2:32][CH2:31][C@H:30]([NH2:33])[CH2:29]1, predict the reaction product. The product is: [OH:26][C:21]12[CH2:22][CH:23]3[CH2:24][CH:19]([CH2:18][CH:17]([CH:16]3[NH:15][C:13]([C:5]3[C:6]([N:8]4[CH:12]=[CH:11][CH:10]=[N:9]4)=[N:7][C:2]([NH:33][C@H:30]4[CH2:31][CH2:32][O:28][CH2:29]4)=[N:3][CH:4]=3)=[O:14])[CH2:25]1)[CH2:20]2. (4) Given the reactants [I-].C[S+](C)(C)=O.[CH3:7]C([O-])(C)C.[K+].[CH2:13]([O:15][C:16](=[O:31])[CH:17]=[C:18]1[CH2:23][CH2:22][N:21]([C:24]([O:26][C:27]([CH3:30])([CH3:29])[CH3:28])=[O:25])[CH2:20][CH2:19]1)[CH3:14], predict the reaction product. The product is: [CH:17]1([C:16]([O:15][CH2:13][CH3:14])=[O:31])[C:18]2([CH2:23][CH2:22][N:21]([C:24]([O:26][C:27]([CH3:30])([CH3:29])[CH3:28])=[O:25])[CH2:20][CH2:19]2)[CH2:7]1. (5) Given the reactants Cl[C:2]1[C:7]([N+:8]([O-:10])=[O:9])=[CH:6][N:5]=[C:4]2[CH2:11][CH2:12][CH2:13][C:3]=12.[CH:14]1([C@H:17]2[CH2:22][NH:21][CH2:20][C@@H:19]([NH:23][C:24](=[O:30])[O:25][C:26]([CH3:29])([CH3:28])[CH3:27])[C@@H:18]2[OH:31])[CH2:16][CH2:15]1.C(N(CC)CC)C, predict the reaction product. The product is: [CH:14]1([C@H:17]2[CH2:22][N:21]([C:2]3[C:7]([N+:8]([O-:10])=[O:9])=[CH:6][N:5]=[C:4]4[CH2:11][CH2:12][CH2:13][C:3]=34)[CH2:20][C@@H:19]([NH:23][C:24](=[O:30])[O:25][C:26]([CH3:27])([CH3:28])[CH3:29])[C@@H:18]2[OH:31])[CH2:15][CH2:16]1. (6) Given the reactants Cl[C:2]1[N:7]=[C:6]([NH:8][C:9]2[CH:14]=[CH:13][CH:12]=[C:11]([OH:15])[CH:10]=2)[C:5]([F:16])=[CH:4][N:3]=1.[CH3:17][O:18][C:19]1[CH:20]=[C:21]([CH:23]=[CH:24][C:25]=1[O:26][CH3:27])[NH2:22], predict the reaction product. The product is: [CH3:17][O:18][C:19]1[CH:20]=[C:21]([NH:22][C:2]2[N:7]=[C:6]([NH:8][C:9]3[CH:14]=[CH:13][CH:12]=[C:11]([OH:15])[CH:10]=3)[C:5]([F:16])=[CH:4][N:3]=2)[CH:23]=[CH:24][C:25]=1[O:26][CH3:27].